From a dataset of Catalyst prediction with 721,799 reactions and 888 catalyst types from USPTO. Predict which catalyst facilitates the given reaction. (1) Reactant: [CH2:1]([O:3][C:4](=[O:16])[C@@H:5]([O:14][CH3:15])[CH2:6][C:7]1[CH:12]=[CH:11][C:10]([OH:13])=[CH:9][CH:8]=1)[CH3:2].[C:17]([Si:21]([CH3:28])([CH3:27])[O:22][CH2:23][CH2:24][CH2:25]O)([CH3:20])([CH3:19])[CH3:18].CC(OC(/N=N/C(OC(C)C)=O)=O)C. Product: [CH2:1]([O:3][C:4](=[O:16])[C@@H:5]([O:14][CH3:15])[CH2:6][C:7]1[CH:8]=[CH:9][C:10]([O:13][CH2:25][CH2:24][CH2:23][O:22][Si:21]([C:17]([CH3:18])([CH3:20])[CH3:19])([CH3:27])[CH3:28])=[CH:11][CH:12]=1)[CH3:2]. The catalyst class is: 11. (2) Reactant: [Cl:1][CH2:2][CH2:3][CH2:4][CH2:5]Cl.[CH2:7]1[C@H:13]2[NH:14][C@H:9]([CH2:10][CH:11]([OH:15])[CH2:12]2)[CH2:8]1.C1CCN2C(=NCCC2)CC1.[CH:27]1[CH:28]=[CH:29][C:30]([C:33]([OH:43])([C:40]([OH:42])=O)[C:34]2[CH:35]=[CH:36][CH:37]=[CH:38][CH:39]=2)=[CH:31][CH:32]=1.C1N=CN(C(N2C=NC=C2)=O)C=1. Product: [CH:37]1[CH:36]=[CH:35][C:34]([C:33]([OH:43])([C:40]([O:15][C@@H:11]2[CH2:10][C@H:9]3[N+:14]4([CH2:5][CH2:4][CH2:3][CH2:2]4)[C@H:13]([CH2:7][CH2:8]3)[CH2:12]2)=[O:42])[C:30]2[CH:29]=[CH:28][CH:27]=[CH:32][CH:31]=2)=[CH:39][CH:38]=1.[Cl-:1]. The catalyst class is: 239. (3) Reactant: [Br:1][C:2]1[CH:8]=[CH:7][C:5]([NH2:6])=[CH:4][C:3]=1[CH3:9].Cl[CH2:11][CH2:12][N:13]1[CH2:18][CH2:17][O:16][CH2:15][CH2:14]1.C([O-])([O-])=O.[K+].[K+].[Na+].[I-]. Product: [Br:1][C:2]1[CH:8]=[CH:7][C:5]([NH:6][CH2:11][CH2:12][N:13]2[CH2:18][CH2:17][O:16][CH2:15][CH2:14]2)=[CH:4][C:3]=1[CH3:9]. The catalyst class is: 197.